Dataset: hERG potassium channel inhibition data for cardiac toxicity prediction from Karim et al.. Task: Regression/Classification. Given a drug SMILES string, predict its toxicity properties. Task type varies by dataset: regression for continuous values (e.g., LD50, hERG inhibition percentage) or binary classification for toxic/non-toxic outcomes (e.g., AMES mutagenicity, cardiotoxicity, hepatotoxicity). Dataset: herg_karim. The molecule is CC(=O)Nc1ccc2nc(Cc3ccc(Oc4ccccc4)cc3)[nH]c2c1. The result is 1 (blocker).